This data is from Forward reaction prediction with 1.9M reactions from USPTO patents (1976-2016). The task is: Predict the product of the given reaction. Given the reactants I[C:2]1[C:10]2[C:5](=[N:6][CH:7]=[N:8][C:9]=2[NH2:11])[N:4]([C@H:12]2[CH2:17][CH2:16][C@H:15]([N:18]3[CH2:23][CH2:22][O:21][CH2:20][CH2:19]3)[CH2:14][CH2:13]2)[N:3]=1.BrC1C2C(=NC=NC=2N)N(C(C)(C)C)N=1.[CH:39]1[C:47]2[C:46]3[CH:48]=[CH:49][CH:50]=[CH:51][C:45]=3[S:44][C:43]=2[CH:42]=[C:41](B(O)O)[CH:40]=1, predict the reaction product. The product is: [CH:39]1[C:47]2[C:46]3[CH:48]=[CH:49][CH:50]=[CH:51][C:45]=3[S:44][C:43]=2[CH:42]=[C:41]([C:2]2[C:10]3[C:5](=[N:6][CH:7]=[N:8][C:9]=3[NH2:11])[N:4]([C@H:12]3[CH2:17][CH2:16][C@H:15]([N:18]4[CH2:23][CH2:22][O:21][CH2:20][CH2:19]4)[CH2:14][CH2:13]3)[N:3]=2)[CH:40]=1.